This data is from NCI-60 drug combinations with 297,098 pairs across 59 cell lines. The task is: Regression. Given two drug SMILES strings and cell line genomic features, predict the synergy score measuring deviation from expected non-interaction effect. (1) Drug 1: CC1=C(C=C(C=C1)NC2=NC=CC(=N2)N(C)C3=CC4=NN(C(=C4C=C3)C)C)S(=O)(=O)N.Cl. Drug 2: C1=CC(=C2C(=C1NCCNCCO)C(=O)C3=C(C=CC(=C3C2=O)O)O)NCCNCCO. Cell line: OVCAR-8. Synergy scores: CSS=54.9, Synergy_ZIP=12.5, Synergy_Bliss=13.9, Synergy_Loewe=-6.15, Synergy_HSA=14.4. (2) Drug 1: CC1=C(C=C(C=C1)C(=O)NC2=CC(=CC(=C2)C(F)(F)F)N3C=C(N=C3)C)NC4=NC=CC(=N4)C5=CN=CC=C5. Drug 2: CNC(=O)C1=NC=CC(=C1)OC2=CC=C(C=C2)NC(=O)NC3=CC(=C(C=C3)Cl)C(F)(F)F. Cell line: OVCAR3. Synergy scores: CSS=-2.85, Synergy_ZIP=2.39, Synergy_Bliss=1.36, Synergy_Loewe=0.393, Synergy_HSA=-4.52. (3) Drug 1: CC(C1=C(C=CC(=C1Cl)F)Cl)OC2=C(N=CC(=C2)C3=CN(N=C3)C4CCNCC4)N. Drug 2: CC1C(C(=O)NC(C(=O)N2CCCC2C(=O)N(CC(=O)N(C(C(=O)O1)C(C)C)C)C)C(C)C)NC(=O)C3=C4C(=C(C=C3)C)OC5=C(C(=O)C(=C(C5=N4)C(=O)NC6C(OC(=O)C(N(C(=O)CN(C(=O)C7CCCN7C(=O)C(NC6=O)C(C)C)C)C)C(C)C)C)N)C. Cell line: SK-MEL-2. Synergy scores: CSS=15.6, Synergy_ZIP=-9.55, Synergy_Bliss=-1.48, Synergy_Loewe=-23.2, Synergy_HSA=-5.04. (4) Drug 1: CC1=C2C(C(=O)C3(C(CC4C(C3C(C(C2(C)C)(CC1OC(=O)C(C(C5=CC=CC=C5)NC(=O)OC(C)(C)C)O)O)OC(=O)C6=CC=CC=C6)(CO4)OC(=O)C)OC)C)OC. Drug 2: CC1CCC2CC(C(=CC=CC=CC(CC(C(=O)C(C(C(=CC(C(=O)CC(OC(=O)C3CCCCN3C(=O)C(=O)C1(O2)O)C(C)CC4CCC(C(C4)OC)O)C)C)O)OC)C)C)C)OC. Cell line: SK-OV-3. Synergy scores: CSS=63.9, Synergy_ZIP=6.05, Synergy_Bliss=5.50, Synergy_Loewe=9.44, Synergy_HSA=14.2. (5) Drug 1: COC1=C(C=C2C(=C1)N=CN=C2NC3=CC(=C(C=C3)F)Cl)OCCCN4CCOCC4. Drug 2: C1=NC2=C(N=C(N=C2N1C3C(C(C(O3)CO)O)O)F)N. Cell line: SW-620. Synergy scores: CSS=8.61, Synergy_ZIP=-2.23, Synergy_Bliss=1.57, Synergy_Loewe=2.38, Synergy_HSA=2.51. (6) Cell line: CAKI-1. Drug 1: CC(C1=C(C=CC(=C1Cl)F)Cl)OC2=C(N=CC(=C2)C3=CN(N=C3)C4CCNCC4)N. Synergy scores: CSS=23.0, Synergy_ZIP=-6.26, Synergy_Bliss=1.31, Synergy_Loewe=3.86, Synergy_HSA=4.01. Drug 2: CCC(=C(C1=CC=CC=C1)C2=CC=C(C=C2)OCCN(C)C)C3=CC=CC=C3.C(C(=O)O)C(CC(=O)O)(C(=O)O)O. (7) Drug 1: CS(=O)(=O)C1=CC(=C(C=C1)C(=O)NC2=CC(=C(C=C2)Cl)C3=CC=CC=N3)Cl. Drug 2: CN(C)C1=NC(=NC(=N1)N(C)C)N(C)C. Cell line: SK-MEL-5. Synergy scores: CSS=1.92, Synergy_ZIP=2.82, Synergy_Bliss=5.65, Synergy_Loewe=-1.70, Synergy_HSA=-0.782. (8) Drug 2: C1=CC(=CC=C1CCCC(=O)O)N(CCCl)CCCl. Cell line: SK-OV-3. Drug 1: CN(C)N=NC1=C(NC=N1)C(=O)N. Synergy scores: CSS=23.6, Synergy_ZIP=1.19, Synergy_Bliss=2.93, Synergy_Loewe=2.23, Synergy_HSA=4.00. (9) Drug 1: CCN(CC)CCNC(=O)C1=C(NC(=C1C)C=C2C3=C(C=CC(=C3)F)NC2=O)C. Drug 2: C(CCl)NC(=O)N(CCCl)N=O. Cell line: HOP-62. Synergy scores: CSS=0.0425, Synergy_ZIP=0.109, Synergy_Bliss=0.792, Synergy_Loewe=0.184, Synergy_HSA=-2.60.